Dataset: Catalyst prediction with 721,799 reactions and 888 catalyst types from USPTO. Task: Predict which catalyst facilitates the given reaction. (1) The catalyst class is: 14. Product: [Br:1][C:2]1[CH:21]=[N:20][C:5]2=[N:6][C:7]([N:11]3[CH2:16][CH2:15][N:14]4[CH2:17][CH2:18][CH2:19][CH:13]4[CH2:12]3)=[C:8]([NH:23][NH2:24])[N:9]=[C:4]2[CH:3]=1. Reactant: [Br:1][C:2]1[CH:21]=[N:20][C:5]2=[N:6][C:7]([N:11]3[CH2:16][CH2:15][N:14]4[CH2:17][CH2:18][CH2:19][CH:13]4[CH2:12]3)=[C:8](Cl)[N:9]=[C:4]2[CH:3]=1.O.[NH2:23][NH2:24].CCOCC.CCO. (2) Reactant: [N+:1]([C:4]1[CH:5]=[C:6]([C@H:27]2[CH2:32][CH2:31][C@H:30]([CH2:33][C:34]([O:36][CH3:37])=[O:35])[CH2:29][CH2:28]2)[CH:7]=[CH:8][C:9]=1[NH:10][C:11]([C:13]1[O:14][C:15]([NH:18][C:19]2[CH:24]=[CH:23][C:22]([F:25])=[C:21]([F:26])[CH:20]=2)=[N:16][N:17]=1)=[O:12])([O-])=O.C1COCC1.O1CCOCC1. Product: [NH2:1][C:4]1[CH:5]=[C:6]([C@H:27]2[CH2:28][CH2:29][C@H:30]([CH2:33][C:34]([O:36][CH3:37])=[O:35])[CH2:31][CH2:32]2)[CH:7]=[CH:8][C:9]=1[NH:10][C:11]([C:13]1[O:14][C:15]([NH:18][C:19]2[CH:24]=[CH:23][C:22]([F:25])=[C:21]([F:26])[CH:20]=2)=[N:16][N:17]=1)=[O:12]. The catalyst class is: 43.